The task is: Predict which catalyst facilitates the given reaction.. This data is from Catalyst prediction with 721,799 reactions and 888 catalyst types from USPTO. (1) Reactant: [N+:1]([C:4]1[CH:25]=[CH:24][C:7]([CH2:8][NH:9][C:10]([CH:12]2[N:16]([C:17]([O:19][C:20]([CH3:23])([CH3:22])[CH3:21])=[O:18])[CH2:15][CH2:14][S:13]2)=[O:11])=[CH:6][CH:5]=1)([O-])=O.O.NN. Product: [NH2:1][C:4]1[CH:25]=[CH:24][C:7]([CH2:8][NH:9][C:10]([CH:12]2[N:16]([C:17]([O:19][C:20]([CH3:21])([CH3:23])[CH3:22])=[O:18])[CH2:15][CH2:14][S:13]2)=[O:11])=[CH:6][CH:5]=1. The catalyst class is: 94. (2) Reactant: C(OC([N:8]1[CH2:13][CH2:12][CH:11]([CH2:14][NH:15][C:16]2[N:21]3[N:22]=[CH:23][C:24]([Br:25])=[C:20]3[N:19]=[C:18]([C:26]3[CH:31]=[CH:30][CH:29]=[CH:28][C:27]=3[Cl:32])[CH:17]=2)[CH2:10][CH2:9]1)=O)(C)(C)C.S(=O)(=O)(O)O. Product: [Br:25][C:24]1[CH:23]=[N:22][N:21]2[C:16]([NH:15][CH2:14][CH:11]3[CH2:10][CH2:9][NH:8][CH2:13][CH2:12]3)=[CH:17][C:18]([C:26]3[CH:31]=[CH:30][CH:29]=[CH:28][C:27]=3[Cl:32])=[N:19][C:20]=12. The catalyst class is: 71. (3) Reactant: [C:1]([NH:4][C:5]1[CH:9]=[CH:8][S:7][C:6]=1[C:10]([NH2:12])=[O:11])(=O)[CH3:2].[OH-].[Na+].Cl. Product: [CH3:2][C:1]1[N:12]=[C:10]([OH:11])[C:6]2[S:7][CH:8]=[CH:9][C:5]=2[N:4]=1. The catalyst class is: 6.